This data is from NCI-60 drug combinations with 297,098 pairs across 59 cell lines. The task is: Regression. Given two drug SMILES strings and cell line genomic features, predict the synergy score measuring deviation from expected non-interaction effect. (1) Drug 1: C1=C(C(=O)NC(=O)N1)F. Drug 2: CCC1=C2CN3C(=CC4=C(C3=O)COC(=O)C4(CC)O)C2=NC5=C1C=C(C=C5)O. Cell line: SR. Synergy scores: CSS=79.4, Synergy_ZIP=-3.13, Synergy_Bliss=-5.23, Synergy_Loewe=-4.47, Synergy_HSA=-2.68. (2) Drug 1: CNC(=O)C1=CC=CC=C1SC2=CC3=C(C=C2)C(=NN3)C=CC4=CC=CC=N4. Drug 2: CN(CC1=CN=C2C(=N1)C(=NC(=N2)N)N)C3=CC=C(C=C3)C(=O)NC(CCC(=O)O)C(=O)O. Cell line: PC-3. Synergy scores: CSS=41.4, Synergy_ZIP=2.32, Synergy_Bliss=0.997, Synergy_Loewe=-18.6, Synergy_HSA=-0.264. (3) Drug 1: C1=CC(=C2C(=C1NCCNCCO)C(=O)C3=C(C=CC(=C3C2=O)O)O)NCCNCCO. Drug 2: CC1=CC2C(CCC3(C2CCC3(C(=O)C)OC(=O)C)C)C4(C1=CC(=O)CC4)C. Cell line: ACHN. Synergy scores: CSS=67.7, Synergy_ZIP=13.2, Synergy_Bliss=11.9, Synergy_Loewe=-30.6, Synergy_HSA=12.4.